Dataset: Forward reaction prediction with 1.9M reactions from USPTO patents (1976-2016). Task: Predict the product of the given reaction. (1) Given the reactants [C:1]([N:4]1[C:13]2[C:8](=[CH:9][C:10]([C:14]3[CH:19]=[CH:18][C:17]([CH2:20][NH:21][CH:22]4[CH2:27][CH2:26][N:25](C(OC(C)(C)C)=O)[CH2:24][CH2:23]4)=[CH:16][CH:15]=3)=[CH:11][CH:12]=2)[C@H:7]([NH:35][C:36]([O:38][CH:39]([CH3:41])[CH3:40])=[O:37])[CH2:6][C@@H:5]1[CH3:42])(=[O:3])[CH3:2].[ClH:43], predict the reaction product. The product is: [ClH:43].[ClH:43].[C:1]([N:4]1[C:13]2[C:8](=[CH:9][C:10]([C:14]3[CH:15]=[CH:16][C:17]([CH2:20][NH:21][CH:22]4[CH2:27][CH2:26][NH:25][CH2:24][CH2:23]4)=[CH:18][CH:19]=3)=[CH:11][CH:12]=2)[C@H:7]([NH:35][C:36](=[O:37])[O:38][CH:39]([CH3:40])[CH3:41])[CH2:6][C@@H:5]1[CH3:42])(=[O:3])[CH3:2]. (2) Given the reactants [CH:1]1([CH2:4][O:5][C:6]2[CH:7]=[C:8]([CH:12]=[CH:13][C:14]=2[O:15][CH:16]([F:18])[F:17])[C:9](Cl)=[O:10])[CH2:3][CH2:2]1.[Cl:19][C:20]1[CH:21]=[N:22][CH:23]=[C:24]([Cl:39])[C:25]=1[CH2:26][C:27]([C:29]1[CH:34]=[CH:33][C:32]([O:35][CH3:36])=[C:31]([O:37][CH3:38])[CH:30]=1)=[O:28], predict the reaction product. The product is: [Cl:39][C:24]1[CH:23]=[N:22][CH:21]=[C:20]([Cl:19])[C:25]=1/[CH:26]=[C:27](\[O:28][C:9](=[O:10])[C:8]1[CH:12]=[CH:13][C:14]([O:15][CH:16]([F:18])[F:17])=[C:6]([O:5][CH2:4][CH:1]2[CH2:2][CH2:3]2)[CH:7]=1)/[C:29]1[CH:34]=[CH:33][C:32]([O:35][CH3:36])=[C:31]([O:37][CH3:38])[CH:30]=1.